From a dataset of Reaction yield outcomes from USPTO patents with 853,638 reactions. Predict the reaction yield, written as a fraction of the theoretical maximum amount of product (1.0 means a 100% yield; for example, 0.34 means a 34% yield). (1) The reactants are [Cl:1][C:2]1[CH:7]=[CH:6][C:5]([CH2:8][OH:9])=[CH:4][C:3]=1[O:10][CH2:11][C:12]1[CH:17]=[CH:16][CH:15]=[CH:14][CH:13]=1.C(N(CC)CC)C.N1C=CC=CC=1.S(=O)(=O)=O.CS(C)=O. The catalyst is CCOCC.ClCCl. The product is [Cl:1][C:2]1[CH:7]=[CH:6][C:5]([CH:8]=[O:9])=[CH:4][C:3]=1[O:10][CH2:11][C:12]1[CH:17]=[CH:16][CH:15]=[CH:14][CH:13]=1. The yield is 0.710. (2) The reactants are Cl[C:2]1[N:7]=[CH:6][N:5]=[C:4]([N:8]2[CH2:13][CH2:12][N:11]([C:14]([O:16][C:17]([CH3:20])([CH3:19])[CH3:18])=[O:15])[CH2:10][CH2:9]2)[CH:3]=1.[F:21][C:22]1[CH:27]=[CH:26][C:25](OB(O)O)=[CH:24][CH:23]=1.C(=O)([O-])[O-].[Na+].[Na+].C1(C)C=CC=CC=1. The catalyst is O. The product is [F:21][C:22]1[CH:27]=[CH:26][C:25]([C:2]2[N:7]=[CH:6][N:5]=[C:4]([N:8]3[CH2:13][CH2:12][N:11]([C:14]([O:16][C:17]([CH3:20])([CH3:19])[CH3:18])=[O:15])[CH2:10][CH2:9]3)[CH:3]=2)=[CH:24][CH:23]=1. The yield is 0.500. (3) The reactants are [F:1][C:2]1[CH:7]=[CH:6][C:5]([CH2:8][OH:9])=[CH:4][C:3]=1[O:10][CH3:11]. The catalyst is ClCCl.[O-2].[O-2].[Mn+4]. The product is [F:1][C:2]1[CH:7]=[CH:6][C:5]([CH:8]=[O:9])=[CH:4][C:3]=1[O:10][CH3:11]. The yield is 0.850. (4) The reactants are [Cl:1][C:2]1[C:3]([CH2:24][NH2:25])=[N:4][CH:5]=[C:6](/[CH:8]=[CH:9]/[CH:10]([C:15]2[CH:20]=[C:19]([Cl:21])[C:18]([Cl:22])=[C:17]([Cl:23])[CH:16]=2)[C:11]([F:14])([F:13])[F:12])[CH:7]=1.[F:26][C:27]([F:33])([F:32])[CH2:28][C:29](O)=[O:30].CCN=C=NCCCN(C)C.Cl.C1C=CC2N(O)N=NC=2C=1.O.CCN(C(C)C)C(C)C. The catalyst is C(Cl)Cl. The product is [Cl:1][C:2]1[C:3]([CH2:24][NH:25][C:29](=[O:30])[CH2:28][C:27]([F:33])([F:32])[F:26])=[N:4][CH:5]=[C:6](/[CH:8]=[CH:9]/[CH:10]([C:15]2[CH:20]=[C:19]([Cl:21])[C:18]([Cl:22])=[C:17]([Cl:23])[CH:16]=2)[C:11]([F:14])([F:12])[F:13])[CH:7]=1. The yield is 0.350. (5) The reactants are [F:1][C:2]1[CH:30]=[CH:29][CH:28]=[CH:27][C:3]=1[O:4][C:5]1[CH:10]=[CH:9][C:8]([C:11]2[C:19]3[C:14](=[N:15][CH:16]=[N:17][C:18]=3[NH2:20])[N:13]([CH2:21][C@H:22]3[CH2:26][CH2:25][CH2:24][NH:23]3)[N:12]=2)=[CH:7][CH:6]=1.N1(C(N2C=CN=C2)=O)C=CN=C1.[C:43]([CH2:45][C:46](O)=[O:47])#[N:44]. The catalyst is ClCCl. The product is [NH2:20][C:18]1[N:17]=[CH:16][N:15]=[C:14]2[N:13]([CH2:21][C@H:22]3[CH2:26][CH2:25][CH2:24][N:23]3[C:46](=[O:47])[CH2:45][C:43]#[N:44])[N:12]=[C:11]([C:8]3[CH:7]=[CH:6][C:5]([O:4][C:3]4[CH:27]=[CH:28][CH:29]=[CH:30][C:2]=4[F:1])=[CH:10][CH:9]=3)[C:19]=12. The yield is 0.430. (6) The reactants are [CH3:1][O:2][C:3]1[CH:8]=[CH:7][C:6]([N:9]=[C:10]=[O:11])=[CH:5][CH:4]=1.[C:12]1([CH:18]2[CH2:23][CH2:22][CH:21]([NH2:24])[CH2:20][CH2:19]2)[CH:17]=[CH:16][CH:15]=[CH:14][CH:13]=1. The catalyst is C(Cl)Cl. The product is [CH3:1][O:2][C:3]1[CH:4]=[CH:5][C:6]([NH:9][C:10]([NH:24][CH:21]2[CH2:20][CH2:19][CH:18]([C:12]3[CH:17]=[CH:16][CH:15]=[CH:14][CH:13]=3)[CH2:23][CH2:22]2)=[O:11])=[CH:7][CH:8]=1. The yield is 0.770. (7) The reactants are Cl[C:2]1[O:3][C:4]2[C:5](=[C:7]([C:11]([O:13][CH3:14])=[O:12])[CH:8]=[CH:9][CH:10]=2)[N:6]=1.[CH2:15]([N:22]1[CH2:27][C@H:26]([CH3:28])[NH:25][C@@H:24]([CH3:29])[C:23]1=[O:30])[C:16]1[CH:21]=[CH:20][CH:19]=[CH:18][CH:17]=1.C(=O)([O-])[O-].[K+].[K+]. The catalyst is CN(C=O)C.O. The product is [CH2:15]([N:22]1[CH2:27][C@H:26]([CH3:28])[N:25]([C:2]2[O:3][C:4]3[C:5](=[C:7]([C:11]([O:13][CH3:14])=[O:12])[CH:8]=[CH:9][CH:10]=3)[N:6]=2)[C@@H:24]([CH3:29])[C:23]1=[O:30])[C:16]1[CH:17]=[CH:18][CH:19]=[CH:20][CH:21]=1. The yield is 0.600.